From a dataset of Reaction yield outcomes from USPTO patents with 853,638 reactions. Predict the reaction yield, written as a fraction of the theoretical maximum amount of product (1.0 means a 100% yield; for example, 0.34 means a 34% yield). (1) The reactants are [C:1]([Cl:6])(=O)[C:2](Cl)=O.[I:7][C:8]1[CH:9]=C2[C:15](=[CH:16][CH:17]=1)[N:14]=[CH:13][N:12]=C2O.CN(C=O)C.C([O-])([O-])=O.[Na+].[Na+]. The catalyst is ClCCCl. The product is [Cl:6][C:1]1[C:2]2[C:15](=[CH:16][CH:17]=[C:8]([I:7])[CH:9]=2)[N:14]=[CH:13][N:12]=1. The yield is 0.840. (2) The yield is 1.00. The catalyst is C(Cl)Cl. The reactants are [CH2:1]([O:3][C:4]([C:6]1[C:17]2[C:9](=[C:10]3[C:14](=[CH:15][CH:16]=2)[NH:13][N:12]=[CH:11]3)[N:8]([CH3:18])[C:7]=1[C:19]([O:21]C(C)(C)C)=[O:20])=[O:5])[CH3:2].FC(F)(F)C(O)=O. The product is [CH2:1]([O:3][C:4]([C:6]1[C:17]2[C:9](=[C:10]3[C:14](=[CH:15][CH:16]=2)[NH:13][N:12]=[CH:11]3)[N:8]([CH3:18])[C:7]=1[C:19]([OH:21])=[O:20])=[O:5])[CH3:2]. (3) The reactants are [S:1]([N:11]1[C:19]2[C:14](=[C:15]([CH2:20][N:21]3[C:26]4([CH2:31][CH2:30][NH:29][CH2:28][CH2:27]4)[CH2:25][CH2:24][CH2:23][C:22]3=[O:32])[CH:16]=[CH:17][CH:18]=2)[CH:13]=[CH:12]1)([C:4]1[CH:10]=[CH:9][C:7]([CH3:8])=[CH:6][CH:5]=1)(=[O:3])=[O:2].C([O-])([O-])=O.[K+].[K+].Cl[C:40]1[O:41][C:42]2[CH:48]=[CH:47][CH:46]=[CH:45][C:43]=2[N:44]=1. The catalyst is CN(C=O)C. The product is [O:41]1[C:42]2[CH:48]=[CH:47][CH:46]=[CH:45][C:43]=2[N:44]=[C:40]1[N:29]1[CH2:30][CH2:31][C:26]2([N:21]([CH2:20][C:15]3[CH:16]=[CH:17][CH:18]=[C:19]4[C:14]=3[CH:13]=[CH:12][N:11]4[S:1]([C:4]3[CH:5]=[CH:6][C:7]([CH3:8])=[CH:9][CH:10]=3)(=[O:2])=[O:3])[C:22](=[O:32])[CH2:23][CH2:24][CH2:25]2)[CH2:27][CH2:28]1. The yield is 0.800. (4) The yield is 0.740. The reactants are [Cl:1][C:2]1[CH:3]=[C:4]2[C:8](=[CH:9][CH:10]=1)[NH:7][CH:6]=[C:5]2[CH2:11][CH2:12][NH:13][C:14](=[O:22])[C:15]1[CH:20]=[CH:19][C:18](I)=[CH:17][CH:16]=1.B(O)(O)[C:24]1[CH:25]=[CH:26][C:27]([CH3:30])=[CH:28][CH:29]=1.C(=O)([O-])[O-].[Na+].[Na+]. The product is [Cl:1][C:2]1[CH:3]=[C:4]2[C:8](=[CH:9][CH:10]=1)[NH:7][CH:6]=[C:5]2[CH2:11][CH2:12][NH:13][C:14]([C:15]1[CH:20]=[CH:19][C:18]([C:24]2[CH:29]=[CH:28][C:27]([CH3:30])=[CH:26][CH:25]=2)=[CH:17][CH:16]=1)=[O:22]. The catalyst is C(COC)OC.O.C1C=CC([P]([Pd]([P](C2C=CC=CC=2)(C2C=CC=CC=2)C2C=CC=CC=2)([P](C2C=CC=CC=2)(C2C=CC=CC=2)C2C=CC=CC=2)[P](C2C=CC=CC=2)(C2C=CC=CC=2)C2C=CC=CC=2)(C2C=CC=CC=2)C2C=CC=CC=2)=CC=1. (5) The reactants are [CH2:1]([O:3][C:4]1[CH:9]=[CH:8][C:7]([C:10]([N:12]2[CH2:17][CH2:16][C:15]3([C:29]4[CH:28]=[N:27][N:26]([CH3:30])[C:25]=4[C:24]4[CH:23]=[CH:22][CH:21]=[CH:20][C:19]=4[O:18]3)[CH2:14][CH2:13]2)=[O:11])=[C:6]([OH:31])[CH:5]=1)[CH3:2].C([O-])([O-])=O.[K+].[K+].I[CH:39]([CH3:41])[CH3:40]. The catalyst is CN(C=O)C. The product is [CH2:1]([O:3][C:4]1[CH:9]=[CH:8][C:7]([C:10]([N:12]2[CH2:13][CH2:14][C:15]3([C:29]4[CH:28]=[N:27][N:26]([CH3:30])[C:25]=4[C:24]4[CH:23]=[CH:22][CH:21]=[CH:20][C:19]=4[O:18]3)[CH2:16][CH2:17]2)=[O:11])=[C:6]([O:31][CH:39]([CH3:41])[CH3:40])[CH:5]=1)[CH3:2]. The yield is 0.330. (6) The reactants are C([O:3][C:4](=[O:26])[CH2:5][CH:6]1[O:10][B:9]([OH:11])[C:8]2[CH:12]=[C:13]([O:17][C:18]3[N:19]=[N:20][C:21]([C:24]#[N:25])=[CH:22][CH:23]=3)[CH:14]=[C:15]([CH3:16])[C:7]1=2)C.[Li+].[OH-:28].Cl. The catalyst is C1COCC1.O.O. The product is [C:24]([C:21]1[N:20]=[N:19][C:18]([O:17][C:13]2[CH:14]=[C:15]([CH3:16])[C:7]3[CH:6]([CH2:5][C:4]([OH:3])=[O:26])[O:10][B:9]([OH:11])[C:8]=3[CH:12]=2)=[CH:23][CH:22]=1)(=[O:28])[NH2:25].[C:24]([C:21]1[N:20]=[N:19][C:18]([O:17][C:13]2[CH:14]=[C:15]([CH3:16])[C:7]3[CH:6]([CH2:5][C:4]([OH:26])=[O:3])[O:10][B:9]([OH:11])[C:8]=3[CH:12]=2)=[CH:23][CH:22]=1)#[N:25]. The yield is 0.110.